Task: Predict the reactants needed to synthesize the given product.. Dataset: Full USPTO retrosynthesis dataset with 1.9M reactions from patents (1976-2016) (1) Given the product [I:8][C:7]1[C:2]([NH:10][CH3:9])=[N:3][CH:4]=[N:5][CH:6]=1, predict the reactants needed to synthesize it. The reactants are: Cl[C:2]1[C:7]([I:8])=[CH:6][N:5]=[CH:4][N:3]=1.[CH3:9][NH2:10]. (2) Given the product [F:22][C:17]1[N:16]=[C:15]2[O:13][C:11]([C:9]3[CH:10]=[C:5]4[CH:4]=[CH:3][N:2]([CH3:1])[C:6]4=[N:7][CH:8]=3)=[N:21][C:20]2=[CH:19][CH:18]=1, predict the reactants needed to synthesize it. The reactants are: [CH3:1][N:2]1[C:6]2=[N:7][CH:8]=[C:9]([C:11]([OH:13])=O)[CH:10]=[C:5]2[CH:4]=[CH:3]1.F[C:15]1[C:20]([NH2:21])=[CH:19][CH:18]=[C:17]([F:22])[N:16]=1.CN(C=O)C.C([O-])([O-])=O.[K+].[K+]. (3) Given the product [NH2:1][C:4]1[CH:9]=[CH:8][C:7]([CH:10]([NH:12][C:13](=[O:19])[O:14][C:15]([CH3:18])([CH3:17])[CH3:16])[CH3:11])=[CH:6][CH:5]=1, predict the reactants needed to synthesize it. The reactants are: [N+:1]([C:4]1[CH:9]=[CH:8][C:7]([CH:10]([NH:12][C:13](=[O:19])[O:14][C:15]([CH3:18])([CH3:17])[CH3:16])[CH3:11])=[CH:6][CH:5]=1)([O-])=O. (4) Given the product [F:1][C:2]1[CH:3]=[C:4]([CH3:13])[C:5]([O:11][CH3:12])=[C:6]([CH:8]([NH2:14])[CH3:9])[CH:7]=1, predict the reactants needed to synthesize it. The reactants are: [F:1][C:2]1[CH:3]=[C:4]([CH3:13])[C:5]([O:11][CH3:12])=[C:6]([C:8](=O)[CH3:9])[CH:7]=1.[NH3:14].[BH4-].[Na+]. (5) The reactants are: [CH3:1][CH:2]1[CH2:5][CH:4]([CH:6]([NH:8][C:9]2[N:17]=[C:16](SC)[N:15]=[C:14]3[C:10]=2[N:11]([CH2:20][C:21]2[CH:26]=[CH:25][C:24]([C:27]([F:30])([F:29])[F:28])=[CH:23][CH:22]=2)[CH:12]=[N:13]3)[CH3:7])[CH2:3]1.O[O:32][S:33]([O-:35])=O.[K+].[CH3:37]O. Given the product [CH3:1][CH:2]1[CH2:3][CH:4]([CH:6]([NH:8][C:9]2[N:17]=[C:16]([S:33]([CH3:37])(=[O:35])=[O:32])[N:15]=[C:14]3[C:10]=2[N:11]([CH2:20][C:21]2[CH:22]=[CH:23][C:24]([C:27]([F:28])([F:30])[F:29])=[CH:25][CH:26]=2)[CH:12]=[N:13]3)[CH3:7])[CH2:5]1, predict the reactants needed to synthesize it. (6) Given the product [ClH:1].[CH3:2][O:3][C@@H:4]1[CH2:9][CH2:8][NH:7][C@H:6]([CH3:18])[CH2:5]1, predict the reactants needed to synthesize it. The reactants are: [ClH:1].[CH3:2][O:3][C@@H:4]1[CH2:9][CH2:8][N:7]([C@@H](C2C=CC=CC=2)C)[C@H:6]([CH3:18])[CH2:5]1. (7) The reactants are: Cl[C:2]1[CH:3]=[C:4]([CH:28]=[CH:29][N:30]=1)[C:5]([NH:7][C:8]1[CH:9]=[C:10]([C:15]2[CH:20]=[CH:19][C:18]([C:21]([NH:23][CH2:24][CH:25]3[CH2:27][CH2:26]3)=[O:22])=[CH:17][CH:16]=2)[C:11]([CH3:14])=[CH:12][CH:13]=1)=[O:6].[CH3:31][CH:32]1[CH2:37][CH2:36][CH2:35][NH:34][CH2:33]1. Given the product [CH:25]1([CH2:24][NH:23][C:21]([C:18]2[CH:19]=[CH:20][C:15]([C:10]3[C:11]([CH3:14])=[CH:12][CH:13]=[C:8]([NH:7][C:5](=[O:6])[C:4]4[CH:28]=[CH:29][N:30]=[C:2]([N:34]5[CH2:35][CH2:36][CH2:37][CH:32]([CH3:31])[CH2:33]5)[CH:3]=4)[CH:9]=3)=[CH:16][CH:17]=2)=[O:22])[CH2:27][CH2:26]1, predict the reactants needed to synthesize it.